Predict the product of the given reaction. From a dataset of Forward reaction prediction with 1.9M reactions from USPTO patents (1976-2016). (1) Given the reactants [F:1][C:2]1[CH:15]=[CH:14][CH:13]=[C:12]([F:16])[C:3]=1[C:4]([NH:6][C:7]1[CH:8]=[N:9][NH:10][CH:11]=1)=[O:5].Br[CH2:18][C:19]1[CH:24]=[CH:23][CH:22]=[CH:21][C:20]=1[O:25][CH2:26][CH2:27][CH2:28][CH3:29].C(=O)([O-])[O-].[K+].[K+], predict the reaction product. The product is: [CH2:26]([O:25][C:20]1[CH:21]=[CH:22][CH:23]=[CH:24][C:19]=1[CH2:18][N:10]1[CH:11]=[C:7]([NH:6][C:4](=[O:5])[C:3]2[C:2]([F:1])=[CH:15][CH:14]=[CH:13][C:12]=2[F:16])[CH:8]=[N:9]1)[CH2:27][CH2:28][CH3:29]. (2) Given the reactants [Cl:1][C:2]1[CH:21]=[CH:20][C:5]([CH2:6][CH:7]2[CH2:12][CH:11]([C:13]([OH:15])=O)[CH2:10][CH2:9][N:8]2[C:16]([O:18][CH3:19])=[O:17])=[CH:4][CH:3]=1.[CH3:22][C:23]1([CH3:31])[O:28][C:27](=[O:29])[CH2:26][C:25](=[O:30])[O:24]1.CCN(C(C)C)C(C)C.Cl.C(N=C=NCCCN(C)C)C, predict the reaction product. The product is: [Cl:1][C:2]1[CH:3]=[CH:4][C:5]([CH2:6][CH:7]2[CH2:12][CH:11]([C:13](=[C:26]3[C:27](=[O:29])[O:28][C:23]([CH3:31])([CH3:22])[O:24][C:25]3=[O:30])[OH:15])[CH2:10][CH2:9][N:8]2[C:16]([O:18][CH3:19])=[O:17])=[CH:20][CH:21]=1. (3) Given the reactants [NH2:1][C:2]1[N:7]=[CH:6][C:5]([C:8]([O:10][CH3:11])=[O:9])=[CH:4][CH:3]=1.O.O=[CH:14]C(O)=O.Cl(O)(=O)(=O)=O.[N+:23]([C:25]([CH3:28])([CH3:27])[CH3:26])#[C-:24], predict the reaction product. The product is: [CH3:11][O:10][C:8]([C:5]1[CH:4]=[CH:3][C:2]2[N:7]([C:24]([NH:23][C:25]([CH3:28])([CH3:27])[CH3:26])=[CH:14][N:1]=2)[CH:6]=1)=[O:9]. (4) Given the reactants [Br:1][C:2]1[CH:7]=[C:6]([CH:8]=[O:9])[C:5]([O:10][CH3:11])=[CH:4][C:3]=1[C:12]1[CH:17]=[CH:16][C:15]([F:18])=[CH:14][CH:13]=1.[CH2:19](O)[CH2:20][OH:21].O.C1(C)C=CC(S(O)(=O)=O)=CC=1.C(=O)([O-])O.[Na+], predict the reaction product. The product is: [Br:1][C:2]1[CH:7]=[C:6]([CH:8]2[O:21][CH2:20][CH2:19][O:9]2)[C:5]([O:10][CH3:11])=[CH:4][C:3]=1[C:12]1[CH:17]=[CH:16][C:15]([F:18])=[CH:14][CH:13]=1. (5) Given the reactants [CH3:1][C:2]1[N:7]=[C:6]([C:8]2[C:12]([C:13]3[CH:18]=[CH:17][N:16]=[C:15]([C:19]4[CH:24]=[CH:23][C:22]([NH2:25])=[CH:21][CH:20]=4)[CH:14]=3)=[CH:11][N:10](C(C3C=CC=CC=3)(C3C=CC=CC=3)C3C=CC=CC=3)[N:9]=2)[CH:5]=[CH:4][CH:3]=1.Cl.[N:46]1([CH2:52][C:53](O)=[O:54])[CH2:51][CH2:50][O:49][CH2:48][CH2:47]1, predict the reaction product. The product is: [CH3:1][C:2]1[N:7]=[C:6]([C:8]2[C:12]([C:13]3[CH:18]=[CH:17][N:16]=[C:15]([C:19]4[CH:20]=[CH:21][C:22]([NH:25][C:53](=[O:54])[CH2:52][N:46]5[CH2:51][CH2:50][O:49][CH2:48][CH2:47]5)=[CH:23][CH:24]=4)[CH:14]=3)=[CH:11][NH:10][N:9]=2)[CH:5]=[CH:4][CH:3]=1. (6) Given the reactants [C:1]([C:4]1[C:13]2[C:8](=[CH:9][CH:10]=[CH:11][CH:12]=2)[N:7]=[CH:6][CH:5]=1)([OH:3])=[O:2].[N+:14]([O-:17])([OH:16])=[O:15].[OH:18][S:19]([OH:22])(=[O:21])=[O:20], predict the reaction product. The product is: [OH:21][S:19]([OH:22])(=[O:20])=[O:18].[C:1]([C:4]1[C:13]2[C:8](=[C:9]([N+:14]([O-:16])=[O:15])[CH:10]=[CH:11][CH:12]=2)[N:7]=[CH:6][CH:5]=1)([OH:3])=[O:2].[C:1]([C:4]1[C:13]2[C:8](=[CH:9][CH:10]=[CH:11][C:12]=2[N+:14]([O-:17])=[O:15])[N:7]=[CH:6][CH:5]=1)([OH:3])=[O:2]. (7) Given the reactants [C:1]([O:5][C:6](=[O:28])[NH:7][C@@H:8]([C:22](=[O:27])NCOC)[CH2:9][C:10]1[CH:15]=[CH:14][C:13]([C:16]2[CH:21]=[CH:20][CH:19]=[CH:18][CH:17]=2)=[CH:12][CH:11]=1)([CH3:4])([CH3:3])[CH3:2].[H-].[Al+3].[Li+].[H-].[H-].[H-], predict the reaction product. The product is: [C:1]([O:5][C:6](=[O:28])[NH:7][C@@H:8]([CH:22]=[O:27])[CH2:9][C:10]1[CH:11]=[CH:12][C:13]([C:16]2[CH:21]=[CH:20][CH:19]=[CH:18][CH:17]=2)=[CH:14][CH:15]=1)([CH3:2])([CH3:4])[CH3:3].